This data is from Forward reaction prediction with 1.9M reactions from USPTO patents (1976-2016). The task is: Predict the product of the given reaction. (1) Given the reactants Cl[C:2]1[C:11]([C:12]([F:15])([F:14])[F:13])=[N:10][C:9]2[C:4](=[CH:5][CH:6]=[C:7]([O:16][CH3:17])[CH:8]=2)[N:3]=1.[C:18]([C:21]1[CH:26]=[CH:25][C:24](B(O)O)=[C:23]([F:30])[CH:22]=1)([OH:20])=[O:19], predict the reaction product. The product is: [F:30][C:23]1[CH:22]=[C:21]([CH:26]=[CH:25][C:24]=1[C:2]1[C:11]([C:12]([F:15])([F:14])[F:13])=[N:10][C:9]2[C:4](=[CH:5][CH:6]=[C:7]([O:16][CH3:17])[CH:8]=2)[N:3]=1)[C:18]([OH:20])=[O:19]. (2) The product is: [Br:14][C:2]1[CH:3]=[CH:4][C:5]2[O:6][C:7]3[CH:13]=[CH:12][CH:11]=[CH:10][C:8]=3[C:9]=2[CH:1]=1. Given the reactants [CH:1]1[C:9]2[C:8]3[CH:10]=[CH:11][CH:12]=[CH:13][C:7]=3[O:6][C:5]=2[CH:4]=[CH:3][CH:2]=1.[Br:14]Br, predict the reaction product.